Dataset: hERG potassium channel inhibition data for cardiac toxicity prediction from Karim et al.. Task: Regression/Classification. Given a drug SMILES string, predict its toxicity properties. Task type varies by dataset: regression for continuous values (e.g., LD50, hERG inhibition percentage) or binary classification for toxic/non-toxic outcomes (e.g., AMES mutagenicity, cardiotoxicity, hepatotoxicity). Dataset: herg_karim. (1) The compound is COc1cc(N)c(Cl)cc1C(=O)N[C@H]1CCN(CC2CCN(C(=O)CC(C)C)CC2)C[C@H]1OC. The result is 0 (non-blocker). (2) The molecule is CC(C(=O)N[C@]1(c2ccccc2)CC[C@@H](N2CCC3(CC2)OCCO3)CC1)c1cc(C(F)(F)F)cc(C(F)(F)F)c1. The result is 1 (blocker).